Predict which catalyst facilitates the given reaction. From a dataset of Catalyst prediction with 721,799 reactions and 888 catalyst types from USPTO. (1) Reactant: [C:1]([C:3]1[CH:8]=[CH:7][N:6]=[C:5]([NH:9][C:10]2[N:15]=[C:14]([C:16]3[CH:17]=[N:18][C:19]([N:22]4[CH2:28][CH2:27][CH2:26][N:25](C(OC(C)(C)C)=O)[CH2:24][CH2:23]4)=[CH:20][CH:21]=3)[CH:13]=[C:12]([CH:36]3[CH2:38][CH2:37]3)[CH:11]=2)[CH:4]=1)#[N:2].C(O)(C(F)(F)F)=O. Product: [CH:36]1([C:12]2[CH:11]=[C:10]([NH:9][C:5]3[CH:4]=[C:3]([C:1]#[N:2])[CH:8]=[CH:7][N:6]=3)[N:15]=[C:14]([C:16]3[CH:17]=[N:18][C:19]([N:22]4[CH2:28][CH2:27][CH2:26][NH:25][CH2:24][CH2:23]4)=[CH:20][CH:21]=3)[CH:13]=2)[CH2:37][CH2:38]1. The catalyst class is: 4. (2) Reactant: CC1(C)C(C)(C)OB([C:9]2[CH2:14][CH2:13][N:12]([C:15]([O:17][C:18]([CH3:21])([CH3:20])[CH3:19])=[O:16])[CH2:11][CH:10]=2)O1.[Br:23][C:24]1[S:25][C:26](Br)=[N:27][N:28]=1.[O-]P([O-])([O-])=O.[K+].[K+].[K+].O1CCOCC1. Product: [Br:23][C:24]1[S:25][C:26]([C:9]2[CH2:14][CH2:13][N:12]([C:15]([O:17][C:18]([CH3:19])([CH3:20])[CH3:21])=[O:16])[CH2:11][CH:10]=2)=[N:27][N:28]=1. The catalyst class is: 103. (3) Reactant: [F:1][C:2]1[CH:11]=[C:10]([C:12]2[N:16]=[C:15]([C:17]3[CH:22]=[CH:21][C:20]([C:23]4[CH:28]=[CH:27][CH:26]=[CH:25][C:24]=4[CH3:29])=[C:19]([CH2:30][O:31][CH3:32])[CH:18]=3)[O:14][N:13]=2)[CH:9]=[CH:8][C:3]=1[C:4]([O:6]C)=[O:5].[OH-].[Na+].O. Product: [F:1][C:2]1[CH:11]=[C:10]([C:12]2[N:16]=[C:15]([C:17]3[CH:22]=[CH:21][C:20]([C:23]4[CH:28]=[CH:27][CH:26]=[CH:25][C:24]=4[CH3:29])=[C:19]([CH2:30][O:31][CH3:32])[CH:18]=3)[O:14][N:13]=2)[CH:9]=[CH:8][C:3]=1[C:4]([OH:6])=[O:5]. The catalyst class is: 36. (4) Product: [CH:2]([C:3]1[CH:4]=[CH:5][C:6]([S:9]([NH:12][CH3:13])(=[O:11])=[O:10])=[CH:7][CH:8]=1)=[O:1]. The catalyst class is: 177. Reactant: [OH:1][CH2:2][C:3]1[CH:8]=[CH:7][C:6]([S:9]([NH:12][CH3:13])(=[O:11])=[O:10])=[CH:5][CH:4]=1. (5) Reactant: [OH-].[Na+].CC1(C)C(C)(C)OB([C:11]2[CH:19]=[CH:18][CH:17]=[C:16]3[C:12]=2[CH:13]=[CH:14][NH:15]3)O1.Br[C:22]1[CH:27]=[CH:26][CH:25]=[CH:24][N:23]=1. Product: [N:23]1[CH:24]=[CH:25][CH:26]=[CH:27][C:22]=1[C:11]1[CH:19]=[CH:18][CH:17]=[C:16]2[C:12]=1[CH:13]=[CH:14][NH:15]2. The catalyst class is: 354.